Dataset: Full USPTO retrosynthesis dataset with 1.9M reactions from patents (1976-2016). Task: Predict the reactants needed to synthesize the given product. (1) Given the product [Cl:1][C:2]1[CH:23]=[CH:22][CH:21]=[C:20]([C:24]([F:26])([F:27])[F:25])[C:3]=1[C:4]([N:6]1[C:14]2[C:9](=[N:10][CH:11]=[C:12]([C:15]([OH:17])=[O:16])[CH:13]=2)[C:8]([I:19])=[N:7]1)=[O:5], predict the reactants needed to synthesize it. The reactants are: [Cl:1][C:2]1[CH:23]=[CH:22][CH:21]=[C:20]([C:24]([F:27])([F:26])[F:25])[C:3]=1[C:4]([N:6]1[C:14]2[C:9](=[N:10][CH:11]=[C:12]([C:15]([O:17]C)=[O:16])[CH:13]=2)[C:8]([I:19])=[N:7]1)=[O:5].[Li+].[OH-].Cl. (2) Given the product [CH3:22][C@H:9]1[N:8]([C:5]2[C:4]3[CH:23]=[CH:24][CH:25]=[N:26][C:3]=3[C:2]([C:27]3[CH:32]=[CH:31][CH:30]=[CH:29][CH:28]=3)=[N:7][N:6]=2)[CH2:13][CH2:12][N:11]([C:14]([C:16]2[CH:21]=[CH:20][CH:19]=[CH:18][CH:17]=2)=[O:15])[CH2:10]1, predict the reactants needed to synthesize it. The reactants are: Cl[C:2]1[C:3]2[N:26]=[CH:25][CH:24]=[CH:23][C:4]=2[C:5]([N:8]2[CH2:13][CH2:12][N:11]([C:14]([C:16]3[CH:21]=[CH:20][CH:19]=[CH:18][CH:17]=3)=[O:15])[CH2:10][C@H:9]2[CH3:22])=[N:6][N:7]=1.[C:27]1(B(O)O)[CH:32]=[CH:31][CH:30]=[CH:29][CH:28]=1.C(=O)([O-])[O-].[Na+].[Na+].